Dataset: hERG Central: cardiac toxicity at 1µM, 10µM, and general inhibition. Task: Predict hERG channel inhibition at various concentrations. (1) The drug is O=C(c1cc(-c2ccc(F)cc2)nc2ccccc12)N1CCN(C2CCS(=O)(=O)C2)CC1. Results: hERG_inhib (hERG inhibition (general)): blocker. (2) The molecule is C/C=C/c1ccc(OCCCCN2CC(C)CC(C)C2)c(OC)c1.O=C(O)C(=O)O. Results: hERG_inhib (hERG inhibition (general)): blocker.